This data is from Peptide-MHC class II binding affinity with 134,281 pairs from IEDB. The task is: Regression. Given a peptide amino acid sequence and an MHC pseudo amino acid sequence, predict their binding affinity value. This is MHC class II binding data. (1) The peptide sequence is SGTVDFDEFMEMMTG. The MHC is HLA-DPA10103-DPB10401 with pseudo-sequence HLA-DPA10103-DPB10401. The binding affinity (normalized) is 0.484. (2) The peptide sequence is WGAIWRIDTPEVLKG. The MHC is DRB3_0202 with pseudo-sequence DRB3_0202. The binding affinity (normalized) is 0.740. (3) The peptide sequence is NVEGSYDGAYAPVLQDFRSL. The MHC is DRB1_1104 with pseudo-sequence DRB1_1104. The binding affinity (normalized) is 0. (4) The peptide sequence is EKKYFTATQFEPLAA. The MHC is DRB1_1001 with pseudo-sequence DRB1_1001. The binding affinity (normalized) is 0.586.